Dataset: Catalyst prediction with 721,799 reactions and 888 catalyst types from USPTO. Task: Predict which catalyst facilitates the given reaction. (1) Reactant: [CH:1]1([C:7]2[CH:20]=[CH:19][C:10]([O:11][CH2:12][C@H:13]3[O:17][C:16]([NH2:18])=[N:15][CH2:14]3)=[CH:9][CH:8]=2)[CH2:6][CH2:5][CH2:4][CH2:3][CH2:2]1.C([O:23][C:24](=O)[C:25]#[C:26][CH2:27][CH2:28][OH:29])C. Product: [CH:1]1([C:7]2[CH:20]=[CH:19][C:10]([O:11][CH2:12][C@H:13]3[O:17][C:16]4=[N:18][C:24](=[O:23])[CH:25]=[C:26]([CH2:27][CH2:28][OH:29])[N:15]4[CH2:14]3)=[CH:9][CH:8]=2)[CH2:2][CH2:3][CH2:4][CH2:5][CH2:6]1. The catalyst class is: 16. (2) Reactant: [C:1]([C:3]1[C:8](=O)[NH:7][C:6](SC)=[N:5][C:4]=1[C:12]1[CH:17]=[CH:16][C:15]([Cl:18])=[C:14]([Cl:19])[CH:13]=1)#[N:2].ClC1C=C(C=CC=1Cl)C=O.[C:30](=[O:33])([O-])[O-].[K+].[K+].[C:36](CC(OCC)=O)#[N:37].S(O)(O)(=O)=O.[CH3:49][S:50][C:51](=[NH:53])N. Product: [CH3:36][NH:37][C:30]([C:49]1[S:50][C:51]2[N:53]=[C:6]([NH:7][CH3:8])[N:5]=[C:4]([C:12]3[CH:17]=[CH:16][C:15]([Cl:18])=[C:14]([Cl:19])[CH:13]=3)[C:3]=2[C:1]=1[NH2:2])=[O:33]. The catalyst class is: 14.